From a dataset of Peptide-MHC class I binding affinity with 185,985 pairs from IEDB/IMGT. Regression. Given a peptide amino acid sequence and an MHC pseudo amino acid sequence, predict their binding affinity value. This is MHC class I binding data. (1) The peptide sequence is VLSHNSYEK. The MHC is HLA-A31:01 with pseudo-sequence HLA-A31:01. The binding affinity (normalized) is 0.149. (2) The peptide sequence is FLKEQGGL. The MHC is HLA-A23:01 with pseudo-sequence HLA-A23:01. The binding affinity (normalized) is 0.